This data is from Catalyst prediction with 721,799 reactions and 888 catalyst types from USPTO. The task is: Predict which catalyst facilitates the given reaction. Reactant: Cl[C:2]1[N:9]=[C:8]([C:10]2O[CH:12]=[CH:13][CH:14]=2)[C:7]([C:15]2[CH:20]=[CH:19][N:18]=[C:17]([S:21][CH3:22])[N:16]=2)=[CH:6][C:3]=1[C:4]#[N:5].[OH2:23].[NH2:24][NH2:25].O. Product: [O:23]1[CH:12]=[CH:13][CH:14]=[C:10]1[C:8]1[N:9]=[C:2]2[NH:24][N:25]=[C:4]([NH2:5])[C:3]2=[CH:6][C:7]=1[C:15]1[CH:20]=[CH:19][N:18]=[C:17]([S:21][CH3:22])[N:16]=1. The catalyst class is: 8.